Dataset: Forward reaction prediction with 1.9M reactions from USPTO patents (1976-2016). Task: Predict the product of the given reaction. (1) Given the reactants [CH3:1][C:2]1[CH:7]=[CH:6][CH:5]=[C:4]([CH3:8])[C:3]=1[O:9][CH2:10][C:11]1[C:15]([CH2:16][O:17][C:18]2[CH:23]=[CH:22][C:21]([C:24]3[CH:33]=[C:32]4[C:27]([CH:28]=[C:29]([C:34]([O:36]C)=[O:35])[N:30]=[CH:31]4)=[CH:26][CH:25]=3)=[CH:20][CH:19]=2)=[C:14]([CH:38]([CH3:40])[CH3:39])[O:13][N:12]=1.O1CCCC1.[OH-].[Na+].Cl, predict the reaction product. The product is: [CH3:1][C:2]1[CH:7]=[CH:6][CH:5]=[C:4]([CH3:8])[C:3]=1[O:9][CH2:10][C:11]1[C:15]([CH2:16][O:17][C:18]2[CH:19]=[CH:20][C:21]([C:24]3[CH:33]=[C:32]4[C:27]([CH:28]=[C:29]([C:34]([OH:36])=[O:35])[N:30]=[CH:31]4)=[CH:26][CH:25]=3)=[CH:22][CH:23]=2)=[C:14]([CH:38]([CH3:40])[CH3:39])[O:13][N:12]=1. (2) Given the reactants [C:1]([S:14]([NH2:17])(=[O:16])=[O:15])([C:4]([C:7]([C:10]([F:13])([F:12])[F:11])([F:9])[F:8])([F:6])[F:5])([F:3])[F:2].[OH-].[Na+].Cl[CH2:21][C:22]([O:24][Na:25])=[O:23], predict the reaction product. The product is: [C:1]([S:14]([NH:17][CH2:21][C:22]([O:24][Na:25])=[O:23])(=[O:16])=[O:15])([C:4]([C:7]([C:10]([F:13])([F:11])[F:12])([F:9])[F:8])([F:6])[F:5])([F:3])[F:2]. (3) Given the reactants [OH-].[NH4+].C[O:4][C:5](=O)[CH2:6][CH2:7][CH:8]1[CH2:13][CH2:12][N:11]([C:14]([O:16][C:17]([CH3:20])([CH3:19])[CH3:18])=[O:15])[CH2:10][CH2:9]1.C([N:29]1CCC(CO)CC1)(OC(C)(C)C)=O, predict the reaction product. The product is: [NH2:29][C:5](=[O:4])[CH2:6][CH2:7][CH:8]1[CH2:13][CH2:12][N:11]([C:14]([O:16][C:17]([CH3:20])([CH3:19])[CH3:18])=[O:15])[CH2:10][CH2:9]1. (4) Given the reactants C[O:2][C:3](=O)[CH2:4][N:5]([C:13]1[CH:18]=[C:17]([N:19]2[C:23]3[N:24]=[C:25]([N:53]4[CH2:58][CH2:57][O:56][CH2:55][CH2:54]4)[N:26]=[C:27]([C:28]4[CH:29]=[N:30][C:31]([N:34]([CH2:44][C:45]5[CH:50]=[CH:49][C:48]([O:51][CH3:52])=[CH:47][CH:46]=5)[CH2:35][C:36]5[CH:41]=[CH:40][C:39]([O:42][CH3:43])=[CH:38][CH:37]=5)=[N:32][CH:33]=4)[C:22]=3[CH2:21][CH2:20]2)[CH:16]=[CH:15][N:14]=1)[C:6]([O:8][C:9]([CH3:12])([CH3:11])[CH3:10])=[O:7].C(OCC)C.[H-].[Al+3].[Li+].[H-].[H-].[H-], predict the reaction product. The product is: [C:9]([O:8][C:6](=[O:7])[N:5]([C:13]1[CH:18]=[C:17]([N:19]2[C:23]3[N:24]=[C:25]([N:53]4[CH2:58][CH2:57][O:56][CH2:55][CH2:54]4)[N:26]=[C:27]([C:28]4[CH:29]=[N:30][C:31]([N:34]([CH2:35][C:36]5[CH:37]=[CH:38][C:39]([O:42][CH3:43])=[CH:40][CH:41]=5)[CH2:44][C:45]5[CH:46]=[CH:47][C:48]([O:51][CH3:52])=[CH:49][CH:50]=5)=[N:32][CH:33]=4)[C:22]=3[CH2:21][CH2:20]2)[CH:16]=[CH:15][N:14]=1)[CH2:4][CH2:3][OH:2])([CH3:12])([CH3:10])[CH3:11]. (5) Given the reactants C([NH:5][S:6]([C:9]1[CH:14]=[CH:13][C:12]([C:15]2[N:16]=[C:17]([NH:21][C:22](=[O:47])[N:23]([CH2:32][CH2:33][CH:34]([C:41]3[CH:46]=[CH:45][CH:44]=[CH:43][CH:42]=3)[C:35]3[CH:40]=[CH:39][CH:38]=[CH:37][CH:36]=3)[CH2:24][CH2:25][C:26]3[CH:31]=[CH:30][CH:29]=[CH:28][N:27]=3)[S:18][C:19]=2[Cl:20])=[CH:11][CH:10]=1)(=[O:8])=[O:7])(C)(C)C.C1(OC)C=CC=CC=1.C(O)(C(F)(F)F)=O, predict the reaction product. The product is: [Cl:20][C:19]1[S:18][C:17]([NH:21][C:22](=[O:47])[N:23]([CH2:32][CH2:33][CH:34]([C:35]2[CH:40]=[CH:39][CH:38]=[CH:37][CH:36]=2)[C:41]2[CH:46]=[CH:45][CH:44]=[CH:43][CH:42]=2)[CH2:24][CH2:25][C:26]2[CH:31]=[CH:30][CH:29]=[CH:28][N:27]=2)=[N:16][C:15]=1[C:12]1[CH:13]=[CH:14][C:9]([S:6]([NH2:5])(=[O:7])=[O:8])=[CH:10][CH:11]=1. (6) Given the reactants [CH:1]1[C:10]2[C:5](=[CH:6][CH:7]=[CH:8][CH:9]=2)[CH:4]=[C:3]([NH:11][C:12](=[O:47])[O:13][CH2:14][C@@H:15]([N:33]([CH3:46])[C:34]([NH:36][CH2:37][C:38]2[CH:43]=[CH:42][CH:41]=[C:40]([F:44])[C:39]=2[Cl:45])=[O:35])[CH2:16][C@@H:17]([OH:32])[CH2:18][O:19][P:20]([O:27]C(C)(C)C)([O:22]C(C)(C)C)=[O:21])[N:2]=1.Cl, predict the reaction product. The product is: [CH:1]1[C:10]2[C:5](=[CH:6][CH:7]=[CH:8][CH:9]=2)[CH:4]=[C:3]([NH:11][C:12](=[O:47])[O:13][CH2:14][C@@H:15]([N:33]([CH3:46])[C:34]([NH:36][CH2:37][C:38]2[CH:43]=[CH:42][CH:41]=[C:40]([F:44])[C:39]=2[Cl:45])=[O:35])[CH2:16][C@@H:17]([OH:32])[CH2:18][O:19][P:20]([OH:27])([OH:22])=[O:21])[N:2]=1. (7) Given the reactants [C:1]1([N:7]2[C:11]([C:12]3[C:17](=[O:18])[CH:16]=[CH:15][N:14]([CH:19]4[CH2:24][CH2:23][NH:22][CH2:21][CH2:20]4)[N:13]=3)=[CH:10][CH:9]=[N:8]2)[CH:6]=[CH:5][CH:4]=[CH:3][CH:2]=1.Br[C:26]1[CH:31]=[CH:30][C:29]([F:32])=[CH:28][CH:27]=1.CC(C1C=C(C(C)C)C(C2C=CC=CC=2P(C2CCCCC2)C2CCCCC2)=C(C(C)C)C=1)C.CC(C)([O-])C.[Na+], predict the reaction product. The product is: [F:32][C:29]1[CH:30]=[CH:31][C:26]([N:22]2[CH2:23][CH2:24][CH:19]([N:14]3[CH:15]=[CH:16][C:17](=[O:18])[C:12]([C:11]4[N:7]([C:1]5[CH:2]=[CH:3][CH:4]=[CH:5][CH:6]=5)[N:8]=[CH:9][CH:10]=4)=[N:13]3)[CH2:20][CH2:21]2)=[CH:27][CH:28]=1.